The task is: Predict the product of the given reaction.. This data is from Forward reaction prediction with 1.9M reactions from USPTO patents (1976-2016). (1) Given the reactants F[C:2]1[CH:10]=[CH:9][CH:8]=[C:7]2[C:3]=1[C:4](=[O:19])[N:5]([CH2:12][CH:13]1[CH2:18][CH2:17][O:16][CH2:15][CH2:14]1)[C:6]2=[O:11].[CH3:20][O:21][C:22]1[CH:37]=[CH:36][CH:35]=[CH:34][C:23]=1[CH2:24][NH:25][C:26]([C@@H:28]1[CH2:33][CH2:32][CH2:31][NH:30][CH2:29]1)=[O:27].C(=O)([O-])[O-].[Cs+].[Cs+], predict the reaction product. The product is: [CH3:20][O:21][C:22]1[CH:37]=[CH:36][CH:35]=[CH:34][C:23]=1[CH2:24][NH:25][C:26]([C@@H:28]1[CH2:33][CH2:32][CH2:31][N:30]([C:2]2[CH:10]=[CH:9][CH:8]=[C:7]3[C:3]=2[C:4](=[O:19])[N:5]([CH2:12][CH:13]2[CH2:18][CH2:17][O:16][CH2:15][CH2:14]2)[C:6]3=[O:11])[CH2:29]1)=[O:27]. (2) Given the reactants Cl[C:2]1[C:11]2=[N:12][N:13](CC3C=CC(OC)=CC=3)[CH:14]=[C:10]2[C:9]2[CH:8]=[CH:7][CH:6]=[CH:5][C:4]=2[N:3]=1.[NH2:24][C:25]1[CH:30]=[CH:29][CH:28]=[CH:27][CH:26]=1.Cl, predict the reaction product. The product is: [C:25]1([NH:24][C:2]2[C:11]3=[N:12][NH:13][CH:14]=[C:10]3[C:9]3[CH:8]=[CH:7][CH:6]=[CH:5][C:4]=3[N:3]=2)[CH:30]=[CH:29][CH:28]=[CH:27][CH:26]=1.